This data is from Full USPTO retrosynthesis dataset with 1.9M reactions from patents (1976-2016). The task is: Predict the reactants needed to synthesize the given product. (1) Given the product [CH3:1][C:2]1[S:6][C:5]([NH:7][C:8]2[CH:13]=[CH:12][CH:11]=[CH:10][N:9]=2)=[N:4][C:3]=1[C:14]1[CH:15]=[N:16][N:17]([C:33]([C:28]2[CH:29]=[CH:30][CH:31]=[CH:32][N:27]=2)=[O:34])[CH:18]=1, predict the reactants needed to synthesize it. The reactants are: [CH3:1][C:2]1[S:6][C:5]([NH:7][C:8]2[CH:13]=[CH:12][CH:11]=[CH:10][N:9]=2)=[N:4][C:3]=1[C:14]1[CH:15]=[N:16][NH:17][CH:18]=1.CCN(CC)CC.Cl.[N:27]1[CH:32]=[CH:31][CH:30]=[CH:29][C:28]=1[C:33](Cl)=[O:34].N1C=CC=CC=1C=O. (2) The reactants are: [C:1]([O:5][C:6]([N:8]1[CH2:13][CH2:12][N:11]([C:14]2[CH:15]=[N:16][C:17]([N+:20]([O-])=O)=[CH:18][CH:19]=2)[CH2:10][CH2:9]1)=[O:7])([CH3:4])([CH3:3])[CH3:2].C(OCC)(=O)C. Given the product [C:1]([O:5][C:6]([N:8]1[CH2:13][CH2:12][N:11]([C:14]2[CH:15]=[N:16][C:17]([NH2:20])=[CH:18][CH:19]=2)[CH2:10][CH2:9]1)=[O:7])([CH3:4])([CH3:2])[CH3:3], predict the reactants needed to synthesize it. (3) Given the product [F:36][CH:11]([F:10])[CH2:12][NH:13][C:14]([C:16]1[C:20]2[CH:21]=[C:22]3[C:23](=[C:24]([F:25])[C:19]=2[O:18][N:17]=1)[N:26]1[CH2:31][C@@H:30]([CH3:32])[O:29][C@@H:28]([CH3:33])[C@@H:27]1[C:7]1([C:5](=[O:6])[NH:4][C:2](=[O:3])[NH:1][C:8]1=[O:9])[CH2:34]3)=[O:15], predict the reactants needed to synthesize it. The reactants are: [NH:1]1[C:8](=[O:9])[CH2:7][C:5](=[O:6])[NH:4][C:2]1=[O:3].[F:10][CH:11]([F:36])[CH2:12][NH:13][C:14]([C:16]1[C:20]2[CH:21]=[C:22]([CH:34]=O)[C:23]([N:26]3[CH2:31][C@H:30]([CH3:32])[O:29][C@H:28]([CH3:33])[CH2:27]3)=[C:24]([F:25])[C:19]=2[O:18][N:17]=1)=[O:15]. (4) Given the product [CH3:1][O:2][C:3](=[O:11])[C:4]1[CH:9]=[CH:8][N:7]=[C:6]([NH:68][C@H:64]([CH2:66][CH3:67])[CH3:65])[CH:5]=1, predict the reactants needed to synthesize it. The reactants are: [CH3:1][O:2][C:3](=[O:11])[C:4]1[CH:9]=[CH:8][N:7]=[C:6](Cl)[CH:5]=1.C1(P(C2C=CC=CC=2)C2C=CC3C(=CC=CC=3)C=2C2C3C(=CC=CC=3)C=CC=2P(C2C=CC=CC=2)C2C=CC=CC=2)C=CC=CC=1.C(=O)([O-])[O-].[Cs+].[Cs+].[C@@H:64]([NH2:68])([CH2:66][CH3:67])[CH3:65]. (5) Given the product [C:1]([O:5][C:6]([N:8]1[CH2:12][CH2:11][C@@H:10]([O:13][Si:14]([C:17]([CH3:20])([CH3:19])[CH3:18])([CH3:16])[CH3:15])[C@H:9]1[CH2:21][NH:23][C:24]1[CH:31]=[CH:30][C:27]([C:28]#[N:29])=[C:26]([Cl:32])[C:25]=1[CH3:33])=[O:7])([CH3:2])([CH3:3])[CH3:4], predict the reactants needed to synthesize it. The reactants are: [C:1]([O:5][C:6]([N:8]1[CH2:12][CH2:11][C@@H:10]([O:13][Si:14]([C:17]([CH3:20])([CH3:19])[CH3:18])([CH3:16])[CH3:15])[C@H:9]1[CH:21]=O)=[O:7])([CH3:4])([CH3:3])[CH3:2].[NH2:23][C:24]1[CH:31]=[CH:30][C:27]([C:28]#[N:29])=[C:26]([Cl:32])[C:25]=1[CH3:33].[BH-](OC(C)=O)(OC(C)=O)OC(C)=O.[Na+].CC(O)=O. (6) Given the product [CH2:1]([O:8][C:9]([N:11]1[CH2:15][C@@H:14]([OH:16])[C@@H:13]([CH2:17][OH:18])[CH2:12]1)=[O:10])[C:2]1[CH:7]=[CH:6][CH:5]=[CH:4][CH:3]=1, predict the reactants needed to synthesize it. The reactants are: [CH2:1]([O:8][C:9]([N:11]1[CH2:15][C@H:14]([OH:16])[C@@H:13]([CH2:17][OH:18])[CH2:12]1)=[O:10])[C:2]1[CH:7]=[CH:6][CH:5]=[CH:4][CH:3]=1.C1(P(C2C=CC=CC=2)C2C=CC=CC=2)C=CC=CC=1.C(O)(=O)C1C=CC=CC=1.N(C(OCC)=O)=NC(OCC)=O. (7) Given the product [O:1]1[C@@H:13]2[C@@:14]34[CH2:16][CH2:17][N:18]([CH3:19])[C@@H:8]([C@@H:9]3[CH2:10][CH2:11][C@H:12]2[N:37]2[C:33](=[O:43])[C:34]3=[CH:42][CH:41]=[CH:40][CH:39]=[C:35]3[C:36]2=[O:38])[CH2:7][C:6]2=[C:15]4[C:2]1=[C:3]([O:31][CH3:32])[CH:4]=[CH:5]2, predict the reactants needed to synthesize it. The reactants are: [O:1]1[C@@H:13]2[C@@:14]34[CH2:16][CH2:17][N:18]([CH3:19])[C@@H:8]([C@@H:9]3[CH2:10][CH2:11][C@H:12]2OS(C2C=CC(C)=CC=2)(=O)=O)[CH2:7][C:6]2=[C:15]4[C:2]1=[C:3]([O:31][CH3:32])[CH:4]=[CH:5]2.[C:33]1(=[O:43])[NH:37][C:36](=[O:38])[C:35]2=[CH:39][CH:40]=[CH:41][CH:42]=[C:34]12.[K].O. (8) Given the product [Br:13][CH2:10]/[CH:9]=[C:7](\[CH3:8])/[CH2:6][CH2:5][CH:4]=[C:2]([CH3:3])[CH3:1], predict the reactants needed to synthesize it. The reactants are: [CH3:1][C:2](=[CH:4][CH2:5][CH2:6]/[C:7](=[CH:9]/[CH2:10]O)/[CH3:8])[CH3:3].P(Br)(Br)[Br:13].O. (9) Given the product [CH3:1][O:2][C:3](=[O:21])[C@@H:4]([CH:5]1[CH2:10][CH2:9][CH2:8][CH2:7][CH2:6]1)[N:11]1[C:12](=[O:20])[C:13]2[C:14](=[CH:15][CH:16]=[CH:17][CH:18]=2)[NH:19][C:23]1=[O:24], predict the reactants needed to synthesize it. The reactants are: [CH3:1][O:2][C:3](=[O:21])[C@H:4]([NH:11][C:12](=[O:20])[C:13]1[CH:18]=[CH:17][CH:16]=[CH:15][C:14]=1[NH2:19])[CH:5]1[CH2:10][CH2:9][CH2:8][CH2:7][CH2:6]1.Cl[C:23](OC(Cl)(Cl)Cl)=[O:24]. (10) Given the product [Cl:1][N:2]([C:10]1[C:19]2[C:14](=[CH:15][C:16]([O:22][CH2:24][CH2:25][CH2:26][O:27][CH:28]3[CH2:33][CH2:32][CH2:31][CH2:30][O:29]3)=[C:17]([O:20][CH3:21])[CH:18]=2)[N:13]=[CH:12][N:11]=1)[C:3]1[CH:8]=[CH:7][CH:6]=[CH:5][C:4]=1[F:9], predict the reactants needed to synthesize it. The reactants are: [Cl:1][N:2]([C:10]1[C:19]2[C:14](=[CH:15][C:16]([OH:22])=[C:17]([O:20][CH3:21])[CH:18]=2)[N:13]=[CH:12][N:11]=1)[C:3]1[CH:8]=[CH:7][CH:6]=[CH:5][C:4]=1[F:9].Br[CH2:24][CH2:25][CH2:26][O:27][CH:28]1[CH2:33][CH2:32][CH2:31][CH2:30][O:29]1.C(=O)([O-])[O-].[K+].[K+].